Dataset: Forward reaction prediction with 1.9M reactions from USPTO patents (1976-2016). Task: Predict the product of the given reaction. (1) Given the reactants [N:1]1[C:2]([C:10]([O:12][CH2:13][CH3:14])=[O:11])=[CH:3][N:4]2[C:9]=1[CH:8]=[CH:7][CH:6]=[N:5]2.Br[C:16]1[CH:17]=[C:18]([F:25])[C:19]([O:23][CH3:24])=[C:20]([F:22])[CH:21]=1.C(=O)([O-])[O-].[K+].[K+].O, predict the reaction product. The product is: [F:22][C:20]1[CH:21]=[C:16]([C:3]2[N:4]3[N:5]=[CH:6][CH:7]=[CH:8][C:9]3=[N:1][C:2]=2[C:10]([O:12][CH2:13][CH3:14])=[O:11])[CH:17]=[C:18]([F:25])[C:19]=1[O:23][CH3:24]. (2) Given the reactants [NH2:1][C:2]1[CH:15]=[CH:14][C:5]2[C:6]([CH3:13])([CH3:12])[NH:7][C:8](=[O:11])[CH2:9][CH2:10][C:4]=2[CH:3]=1.Cl[C:17]1[N:22]=[C:21]([NH:23][C:24]2[C:33]([CH3:34])=[CH:32][CH:31]=[CH:30][C:25]=2[C:26]([NH:28][CH3:29])=[O:27])[C:20]([Cl:35])=[CH:19][N:18]=1.C12(CS(O)(=O)=O)C(C)(C)C(CC1)CC2=O, predict the reaction product. The product is: [NH2:7][C:8](=[O:11])[CH2:9][CH2:10][C:4]1[CH:3]=[C:2]([NH:1][C:17]2[N:22]=[C:21]([NH:23][C:24]3[C:33]([CH3:34])=[CH:32][CH:31]=[CH:30][C:25]=3[C:26]([NH:28][CH3:29])=[O:27])[C:20]([Cl:35])=[CH:19][N:18]=2)[CH:15]=[CH:14][C:5]=1[C:6]([CH3:13])=[CH2:12]. (3) Given the reactants C([O:3][CH:4](OCC)[CH2:5][NH:6][C:7]([C:9]1[CH:13]=[C:12]([C:14]2[CH:19]=[C:18]([O:20][C:21]3[CH:26]=[CH:25][C:24]([NH:27][C:28]([NH:30][C:31]4[CH:36]=[C:35]([CH3:37])[CH:34]=[CH:33][C:32]=4[F:38])=[O:29])=[CH:23][CH:22]=3)[CH:17]=[CH:16][N:15]=2)[NH:11][CH:10]=1)=[O:8])C.Cl.O.C([O-])(O)=O.[Na+], predict the reaction product. The product is: [F:38][C:32]1[CH:33]=[CH:34][C:35]([CH3:37])=[CH:36][C:31]=1[NH:30][C:28]([NH:27][C:24]1[CH:23]=[CH:22][C:21]([O:20][C:18]2[CH:17]=[CH:16][N:15]=[C:14]([C:12]3[NH:11][CH:10]=[C:9]([C:7]([NH:6][CH2:5][CH:4]=[O:3])=[O:8])[CH:13]=3)[CH:19]=2)=[CH:26][CH:25]=1)=[O:29]. (4) Given the reactants [H-].[Na+].[F:3][C:4]([F:9])([F:8])[C@H:5]([OH:7])[CH3:6].F[C:11]1[CH:16]=[CH:15][C:14]([N+:17]([O-])=O)=[CH:13][CH:12]=1, predict the reaction product. The product is: [F:3][C:4]([F:9])([F:8])[C@@H:5]([CH3:6])[O:7][C:11]1[CH:16]=[CH:15][C:14]([NH2:17])=[CH:13][CH:12]=1. (5) Given the reactants [Cu][C:2]#[N:3].Br[C:5]1[C:10]([CH3:11])=[CH:9][C:8]([Br:12])=[CH:7][N:6]=1.O, predict the reaction product. The product is: [Br:12][C:8]1[CH:9]=[C:10]([CH3:11])[C:5]([C:2]#[N:3])=[N:6][CH:7]=1. (6) Given the reactants [C:1]([O:5][C:6]([N:8]1[CH2:17][CH2:16][C:15]2[C:10](=[C:11]([C:18](O)=[O:19])[CH:12]=[CH:13][CH:14]=2)[CH2:9]1)=[O:7])([CH3:4])([CH3:3])[CH3:2].[S:21]1[C:25]2[CH:26]=[CH:27][CH:28]=[CH:29][C:24]=2[N:23]=[C:22]1[NH2:30].Cl.C(N=C=NCCCN(C)C)C, predict the reaction product. The product is: [S:21]1[C:25]2[CH:26]=[CH:27][CH:28]=[CH:29][C:24]=2[N:23]=[C:22]1[NH:30][C:18]([C:11]1[CH:12]=[CH:13][CH:14]=[C:15]2[C:10]=1[CH2:9][N:8]([C:6]([O:5][C:1]([CH3:4])([CH3:3])[CH3:2])=[O:7])[CH2:17][CH2:16]2)=[O:19]. (7) The product is: [Cl:1][C:2]1[CH:3]=[C:4]([C:5]2[O:7][N:16]=[C:17]([C:18]3[CH:26]=[CH:25][CH:24]=[C:23]4[C:19]=3[CH:20]=[N:21][NH:22]4)[N:34]=2)[CH:8]=[CH:9][C:10]=1[O:11][CH:12]([CH3:14])[CH3:13]. Given the reactants [Cl:1][C:2]1[CH:3]=[C:4]([CH:8]=[CH:9][C:10]=1[O:11][CH:12]([CH3:14])[CH3:13])[C:5]([OH:7])=O.O[NH:16][C:17](=[NH:34])[C:18]1[CH:26]=[CH:25][CH:24]=[C:23]2[C:19]=1[CH:20]=[N:21][N:22]2C(OC(C)(C)C)=O.C1C=CC2N(O)N=NC=2C=1.C(Cl)CCl, predict the reaction product.